This data is from Reaction yield outcomes from USPTO patents with 853,638 reactions. The task is: Predict the reaction yield, written as a fraction of the theoretical maximum amount of product (1.0 means a 100% yield; for example, 0.34 means a 34% yield). (1) The product is [F:1][C:2]1[CH:10]=[CH:9][C:8]([CH2:11][C:12]2[C:21]3[C:16](=[CH:17][CH:18]=[CH:19][CH:20]=3)[C:15](=[O:22])[NH:14][N:13]=2)=[CH:7][C:3]=1[C:4]([N:56]1[CH2:61][CH2:60][CH:59]([O:62][CH2:63][CH2:64][N:65]2[CH2:70][CH2:69][CH2:68][CH2:67][CH2:66]2)[CH2:58][CH2:57]1)=[O:5]. The catalyst is CC(N(C)C)=O. The yield is 0.207. The reactants are [F:1][C:2]1[CH:10]=[CH:9][C:8]([CH2:11][C:12]2[C:21]3[C:16](=[CH:17][CH:18]=[CH:19][CH:20]=3)[C:15](=[O:22])[NH:14][N:13]=2)=[CH:7][C:3]=1[C:4](O)=[O:5].CN(C(ON1N=NC2C=CC=CC1=2)=[N+](C)C)C.F[P-](F)(F)(F)(F)F.C(N(C(C)C)C(C)C)C.[NH:56]1[CH2:61][CH2:60][CH:59]([O:62][CH2:63][CH2:64][N:65]2[CH2:70][CH2:69][CH2:68][CH2:67][CH2:66]2)[CH2:58][CH2:57]1. (2) The reactants are C(OC([N:8]1[CH2:12][CH2:11][CH2:10][CH:9]1[C:13]1[NH:14][C:15]([C:18]2[CH:23]=[CH:22][C:21]([C:24]3[CH:33]=[CH:32][C:31]4[C:26](=[CH:27][CH:28]=[C:29]([C:34]5[NH:35][C:36]([CH:39]6[CH2:43][CH2:42][CH2:41][N:40]6[C:44](=[O:54])[CH:45]([NH:49][C:50]([O:52][CH3:53])=[O:51])[CH:46]([CH3:48])[CH3:47])=[N:37][CH:38]=5)[CH:30]=4)[CH:25]=3)=[CH:20][CH:19]=2)=[CH:16][N:17]=1)=O)(C)(C)C.[ClH:55]. The catalyst is CO.CCOCC. The product is [ClH:55].[ClH:55].[ClH:55].[CH3:53][O:52][C:50](=[O:51])[NH:49][CH:45]([C:44]([N:40]1[CH2:41][CH2:42][CH2:43][CH:39]1[C:36]1[NH:35][C:34]([C:29]2[CH:28]=[CH:27][C:26]3[C:31](=[CH:32][CH:33]=[C:24]([C:21]4[CH:22]=[CH:23][C:18]([C:15]5[NH:14][C:13]([CH:9]6[CH2:10][CH2:11][CH2:12][NH:8]6)=[N:17][CH:16]=5)=[CH:19][CH:20]=4)[CH:25]=3)[CH:30]=2)=[CH:38][N:37]=1)=[O:54])[CH:46]([CH3:48])[CH3:47]. The yield is 0.870. (3) The reactants are [CH3:1][S:2]([CH2:5][C:6]1[CH:7]=[C:8]([CH:10]=[CH:11][CH:12]=1)[NH2:9])(=[O:4])=[O:3].C(N(C(C)C)CC)(C)C.[Cl:22][C:23]1[N:28]=[C:27](Cl)[N:26]=[CH:25][N:24]=1. The catalyst is C(#N)C. The product is [Cl:22][C:23]1[N:28]=[CH:27][N:26]=[C:25]([NH:9][C:8]2[CH:10]=[CH:11][CH:12]=[C:6]([CH2:5][S:2]([CH3:1])(=[O:3])=[O:4])[CH:7]=2)[N:24]=1. The yield is 0.700. (4) The reactants are [Cl:1][C:2]1[CH:3]=[C:4]([CH:9]=[C:10](Cl)[N:11]=1)[C:5]([O:7][CH3:8])=[O:6].C(P(C(C)(C)C)C1C=CC=CC=1C1C=CC=CC=1)(C)(C)C.[Na+].[CH3:35][S:36]([NH-:39])(=[O:38])=[O:37]. The catalyst is C1C=CC(/C=C/C(/C=C/C2C=CC=CC=2)=O)=CC=1.C1C=CC(/C=C/C(/C=C/C2C=CC=CC=2)=O)=CC=1.C1C=CC(/C=C/C(/C=C/C2C=CC=CC=2)=O)=CC=1.[Pd].[Pd].C1(C)C=CC=CC=1. The product is [CH3:8][O:7][C:5](=[O:6])[C:4]1[CH:9]=[C:10]([NH:39][S:36]([CH3:35])(=[O:38])=[O:37])[N:11]=[C:2]([Cl:1])[CH:3]=1. The yield is 0.500. (5) The reactants are [F:1][C:2]([F:28])([F:27])[O:3][C:4]1[CH:9]=[CH:8][C:7]([N:10]2[CH:14]=[N:13][C:12]([C:15]3[CH:20]=[CH:19][C:18](/[C:21](/[CH3:26])=[CH:22]/[C:23]([OH:25])=O)=[CH:17][CH:16]=3)=[N:11]2)=[CH:6][CH:5]=1.C(N(CC)CC)C.P([N:52]=[N+:53]=[N-:54])(=O)(OC1C=CC=CC=1)OC1C=CC=CC=1. The catalyst is C(O)(C)C. The product is [F:1][C:2]([F:28])([F:27])[O:3][C:4]1[CH:5]=[CH:6][C:7]([N:10]2[CH:14]=[N:13][C:12]([C:15]3[CH:20]=[CH:19][C:18](/[C:21](/[CH3:26])=[CH:22]/[C:23]([N:52]=[N+:53]=[N-:54])=[O:25])=[CH:17][CH:16]=3)=[N:11]2)=[CH:8][CH:9]=1. The yield is 0.800. (6) The reactants are [CH3:1][CH:2]([C:13](=[O:22])[CH:14]=[CH:15][C:16]1[CH:21]=[CH:20][CH:19]=[CH:18][CH:17]=1)[C:3](=[O:12])[CH:4]=[CH:5][C:6]1[CH:11]=[CH:10][CH:9]=[CH:8][CH:7]=1. The catalyst is [Pd].C(OCC)(=O)C. The product is [CH3:1][CH:2]([C:3](=[O:12])[CH2:4][CH2:5][C:6]1[CH:7]=[CH:8][CH:9]=[CH:10][CH:11]=1)[C:13](=[O:22])[CH2:14][CH2:15][C:16]1[CH:21]=[CH:20][CH:19]=[CH:18][CH:17]=1. The yield is 0.730. (7) The yield is 0.500. The catalyst is C(O)C.C(Cl)Cl. The product is [N:27]1([C:6]2[N:5]=[CH:4][N:3]=[C:2]([NH:10][NH2:11])[CH:7]=2)[CH2:32][CH2:31][O:30][CH2:29][CH2:28]1. The reactants are Cl[C:2]1[CH:7]=[C:6](Cl)[N:5]=[CH:4][N:3]=1.C(OC(C)(C)C)(=O)[NH:10][NH2:11].CCN(C(C)C)C(C)C.[NH:27]1[CH2:32][CH2:31][O:30][CH2:29][CH2:28]1.C(O)(C(F)(F)F)=O.